This data is from Forward reaction prediction with 1.9M reactions from USPTO patents (1976-2016). The task is: Predict the product of the given reaction. (1) Given the reactants C(OC([N:11]1[CH2:16][CH2:15][CH2:14][C:13]([NH:23][C:24](=[O:41])[C:25]2[C:30]([C:31]([F:34])([F:33])[F:32])=[CH:29][C:28]([C:35]([F:38])([F:37])[F:36])=[CH:27][C:26]=2[O:39][CH3:40])([C:17]2[CH:22]=[CH:21][CH:20]=[CH:19][CH:18]=2)[CH2:12]1)=O)C1C=CC=CC=1, predict the reaction product. The product is: [CH3:40][O:39][C:26]1[CH:27]=[C:28]([C:35]([F:36])([F:37])[F:38])[CH:29]=[C:30]([C:31]([F:34])([F:32])[F:33])[C:25]=1[C:24]([NH:23][C:13]1([C:17]2[CH:18]=[CH:19][CH:20]=[CH:21][CH:22]=2)[CH2:14][CH2:15][CH2:16][NH:11][CH2:12]1)=[O:41]. (2) Given the reactants C(=O)([O-])[O-].[K+].[K+].[CH2:7](Cl)[C:8]1[CH:13]=[CH:12][CH:11]=[CH:10][CH:9]=1.[CH2:15]([O:17][C:18]1[CH:25]=[CH:24][C:21]([CH:22]=[O:23])=[CH:20][C:19]=1[OH:26])[CH3:16].Cl, predict the reaction product. The product is: [CH2:7]([O:26][C:19]1[CH:20]=[C:21]([CH:24]=[CH:25][C:18]=1[O:17][CH2:15][CH3:16])[CH:22]=[O:23])[C:8]1[CH:13]=[CH:12][CH:11]=[CH:10][CH:9]=1. (3) Given the reactants [O:1]1[CH:5]=[CH:4][CH:3]=[CH:2]1.[Li][CH2:7][CH2:8][CH2:9][CH3:10].[CH3:11][OH:12].[OH2:13].[C:14]1([CH3:20])C=CC=CC=1, predict the reaction product. The product is: [O:1]1[CH:5]2[CH:14]=[CH:20][CH:2]1[C:3]1[C:4]2=[CH:10][C:9]2[O:12][CH2:11][O:13][C:8]=2[CH:7]=1. (4) Given the reactants [Si]([O:8][C@H:9]([C@H:44]1[CH2:48][C@@H:47]([O:49][CH2:50][CH2:51][CH3:52])[CH2:46][N:45]1C(OC(C)(C)C)=O)[C@@H:10]([NH:20][C:21](=[O:43])[C:22]1[CH:27]=[C:26]([C:28]2[O:29][CH:30]=[CH:31][N:32]=2)[CH:25]=[C:24]([C:33]([N:35]2[CH2:39][CH2:38][CH2:37][C@@H:36]2[CH2:40][O:41][CH3:42])=[O:34])[CH:23]=1)[CH2:11][C:12]1[CH:17]=[C:16]([F:18])[CH:15]=[C:14]([F:19])[CH:13]=1)(C(C)(C)C)(C)C, predict the reaction product. The product is: [F:18][C:16]1[CH:17]=[C:12]([CH2:11][C@H:10]([NH:20][C:21](=[O:43])[C:22]2[CH:27]=[C:26]([C:28]3[O:29][CH:30]=[CH:31][N:32]=3)[CH:25]=[C:24]([C:33]([N:35]3[CH2:39][CH2:38][CH2:37][C@@H:36]3[CH2:40][O:41][CH3:42])=[O:34])[CH:23]=2)[C@H:9]([OH:8])[C@H:44]2[CH2:48][C@@H:47]([O:49][CH2:50][CH2:51][CH3:52])[CH2:46][NH:45]2)[CH:13]=[C:14]([F:19])[CH:15]=1.